From a dataset of Reaction yield outcomes from USPTO patents with 853,638 reactions. Predict the reaction yield, written as a fraction of the theoretical maximum amount of product (1.0 means a 100% yield; for example, 0.34 means a 34% yield). The reactants are C(C1C=CC=C(C(C)C)C=1N1C=CN(C2C(C(C)C)=CC=CC=2C(C)C)C1[Cu]Cl)(C)C.CC(C)([O-])C.[Na+].[B:47]1([B:47]2[O:51][C:50]([CH3:53])([CH3:52])[C:49]([CH3:55])([CH3:54])[O:48]2)[O:51][C:50]([CH3:53])([CH3:52])[C:49]([CH3:55])([CH3:54])[O:48]1.[C:56]([C:58]1[CH:63]=[CH:62][CH:61]=[C:60]([C:64]([F:67])([F:66])[F:65])[CH:59]=1)#[CH:57].CO.C(#N)C.C(=O)=O. The catalyst is C1COCC1. The product is [CH3:53][C:50]1([CH3:52])[C:49]([CH3:54])([CH3:55])[O:48][B:47]([C:56]([C:58]2[CH:63]=[CH:62][CH:61]=[C:60]([C:64]([F:65])([F:66])[F:67])[CH:59]=2)=[CH2:57])[O:51]1. The yield is 0.260.